This data is from Reaction yield outcomes from USPTO patents with 853,638 reactions. The task is: Predict the reaction yield, written as a fraction of the theoretical maximum amount of product (1.0 means a 100% yield; for example, 0.34 means a 34% yield). (1) The reactants are C([O:5][C:6](=[O:40])[CH2:7][CH2:8][CH2:9][CH2:10][CH2:11][CH2:12][CH2:13][CH2:14][CH2:15][CH2:16][CH2:17][CH2:18][CH2:19][CH2:20][N:21]([B:37]([OH:39])[OH:38])[S:22]([C:25]1[CH:30]=[CH:29][C:28]([CH:31]([C:33]([CH3:36])([CH3:35])[CH3:34])[CH3:32])=[CH:27][CH:26]=1)(=[O:24])=[O:23])(C)(C)C.FC(F)(F)C(O)=O. No catalyst specified. The product is [CH:31]([C:28]1[CH:29]=[CH:30][C:25]([S:22]([N:21]([B:37]([OH:38])[OH:39])[CH2:20][CH2:19][CH2:18][CH2:17][CH2:16][CH2:15][CH2:14][CH2:13][CH2:12][CH2:11][CH2:10][CH2:9][CH2:8][CH2:7][C:6]([OH:40])=[O:5])(=[O:24])=[O:23])=[CH:26][CH:27]=1)([C:33]([CH3:36])([CH3:35])[CH3:34])[CH3:32]. The yield is 1.00. (2) The reactants are [NH:1]1[CH2:6][CH2:5][O:4][CH2:3][CH2:2]1.[CH3:7][O:8][C:9]1[C:16]([O:17][CH3:18])=[CH:15][CH:14]=[CH:13][C:10]=1[CH:11]=O.C([Cl:22])(=O)C. No catalyst specified. The product is [Cl-:22].[CH3:7][O:8][C:9]1[C:16]([O:17][CH3:18])=[CH:15][CH:14]=[CH:13][C:10]=1[CH:11]=[N+:1]1[CH2:6][CH2:5][O:4][CH2:3][CH2:2]1. The yield is 0.590. (3) The reactants are CO.[CH2:3]([C:15]1[CH:20]=[CH:19][C:18]([C:21]2[C:22](=[O:62])[C:23]([C:44]3[CH:49]=[CH:48][C:47]([CH2:50][CH2:51][CH2:52][CH2:53][CH2:54][CH2:55][CH2:56][CH2:57][CH2:58][CH2:59][CH2:60][CH3:61])=[CH:46][CH:45]=3)=[C:24]([C:32]3[CH:37]=[CH:36][CH:35]=[C:34]([C:38]#[C:39][Si](C)(C)C)[CH:33]=3)[C:25]=2[C:26]2[CH:31]=[CH:30][CH:29]=[CH:28][CH:27]=2)=[CH:17][CH:16]=1)[CH2:4][CH2:5][CH2:6][CH2:7][CH2:8][CH2:9][CH2:10][CH2:11][CH2:12][CH2:13][CH3:14].[F-].[K+]. The catalyst is C1COCC1. The product is [CH2:50]([C:47]1[CH:48]=[CH:49][C:44]([C:23]2[C:22](=[O:62])[C:21]([C:18]3[CH:17]=[CH:16][C:15]([CH2:3][CH2:4][CH2:5][CH2:6][CH2:7][CH2:8][CH2:9][CH2:10][CH2:11][CH2:12][CH2:13][CH3:14])=[CH:20][CH:19]=3)=[C:25]([C:26]3[CH:31]=[CH:30][CH:29]=[CH:28][CH:27]=3)[C:24]=2[C:32]2[CH:37]=[CH:36][CH:35]=[C:34]([C:38]#[CH:39])[CH:33]=2)=[CH:45][CH:46]=1)[CH2:51][CH2:52][CH2:53][CH2:54][CH2:55][CH2:56][CH2:57][CH2:58][CH2:59][CH2:60][CH3:61]. The yield is 0.840.